The task is: Predict the product of the given reaction.. This data is from Forward reaction prediction with 1.9M reactions from USPTO patents (1976-2016). Given the reactants [Br:1][C:2]1[CH:7]=[C:6]([C:8]([CH3:10])=[CH2:9])[CH:5]=[CH:4][C:3]=1F.[C:12]([O:16][CH2:17][CH3:18])(=[O:15])[CH:13]=[O:14].O.FC(F)(F)S([O-])(=O)=O.[Yb+3].FC(F)(F)S([O-])(=O)=O.FC(F)(F)S([O-])(=O)=O, predict the reaction product. The product is: [Br:1][C:2]1[CH:7]=[C:6]([C:8](=[CH2:9])[CH2:10][CH:13]([OH:14])[C:12]([O:16][CH2:17][CH3:18])=[O:15])[CH:5]=[CH:4][CH:3]=1.